This data is from Reaction yield outcomes from USPTO patents with 853,638 reactions. The task is: Predict the reaction yield, written as a fraction of the theoretical maximum amount of product (1.0 means a 100% yield; for example, 0.34 means a 34% yield). (1) The reactants are C(N(CC)C(C)C)(C)C.[CH3:10][C:11]1[CH:20]=[CH:19][C:18]2[C:13](=[CH:14][CH:15]=[CH:16][C:17]=2[N:21]2[CH2:26][CH2:25][N:24]([CH2:27][CH2:28][C:29]3[CH:30]=[C:31]([CH:33]=[CH:34][CH:35]=3)N)[CH2:23][CH2:22]2)[N:12]=1.CS(OCCC1C=CC=C([I:49])C=1)(=O)=O. The catalyst is CN(C)C=O. The product is [I:49][C:31]1[CH:30]=[C:29]([CH2:28][CH2:27][N:24]2[CH2:23][CH2:22][N:21]([C:17]3[CH:16]=[CH:15][CH:14]=[C:13]4[C:18]=3[CH:19]=[CH:20][C:11]([CH3:10])=[N:12]4)[CH2:26][CH2:25]2)[CH:35]=[CH:34][CH:33]=1. The yield is 0.600. (2) The reactants are C(O[BH-](OC(=O)C)OC(=O)C)(=O)C.[Na+].[CH3:15][N:16]([CH2:27][CH:28]=O)[C:17](=[O:26])[O:18][CH2:19][C:20]1[CH:25]=[CH:24][CH:23]=[CH:22][CH:21]=1.[CH3:30][O:31][CH2:32][CH2:33][NH:34][CH2:35][CH2:36][O:37][CH2:38][CH2:39][O:40][CH2:41][CH2:42][O:43][CH2:44][CH2:45][O:46][CH2:47][CH2:48][O:49][CH2:50][CH2:51][O:52][CH2:53][CH2:54][O:55][CH3:56].C(O)(=O)C. The catalyst is C1COCC1.C(OCC)(=O)C. The product is [CH3:30][O:31][CH2:32][CH2:33][N:34]([CH2:28][CH2:27][N:16]([CH3:15])[C:17](=[O:26])[O:18][CH2:19][C:20]1[CH:21]=[CH:22][CH:23]=[CH:24][CH:25]=1)[CH2:35][CH2:36][O:37][CH2:38][CH2:39][O:40][CH2:41][CH2:42][O:43][CH2:44][CH2:45][O:46][CH2:47][CH2:48][O:49][CH2:50][CH2:51][O:52][CH2:53][CH2:54][O:55][CH3:56]. The yield is 0.550. (3) The reactants are [CH2:1](Br)[C:2]1[CH:7]=[CH:6][CH:5]=[CH:4][CH:3]=1.[H-].[Na+].[Br:11][C:12]1[CH:17]=[CH:16][C:15]([C@H:18]2[CH2:23][NH:22][CH2:21][CH2:20][NH:19]2)=[CH:14][CH:13]=1. The catalyst is O1CCCC1. The product is [CH2:1]([N:19]1[CH2:20][CH2:21][N:22]([CH2:1][C:2]2[CH:7]=[CH:6][CH:5]=[CH:4][CH:3]=2)[CH2:23][C@@H:18]1[C:15]1[CH:14]=[CH:13][C:12]([Br:11])=[CH:17][CH:16]=1)[C:2]1[CH:7]=[CH:6][CH:5]=[CH:4][CH:3]=1. The yield is 0.640. (4) The reactants are [C:1]([O:5][C:6]([N:8]1[C:16]2[C:11](=[CH:12][C:13]([CH2:17][CH:18]([NH2:23])[C:19]([O:21][CH3:22])=[O:20])=[CH:14][CH:15]=2)[CH:10]=[N:9]1)=[O:7])([CH3:4])([CH3:3])[CH3:2].C1C(=O)N(OC(ON2C(=O)CCC2=O)=O)[C:26](=[O:27])C1.C(N(CC)C(C)C)(C)C.[NH:51]1[CH2:56][CH2:55][CH:54]([N:57]2[CH2:66][C:65]3[C:60](=[CH:61][CH:62]=[CH:63][CH:64]=3)[NH:59][C:58]2=[O:67])[CH2:53][CH2:52]1. The catalyst is C(Cl)Cl. The product is [C:1]([O:5][C:6]([N:8]1[C:16]2[C:11](=[CH:12][C:13]([CH2:17][CH:18]([C:19]([O:21][CH3:22])=[O:20])[NH:23][C:26]([N:51]3[CH2:52][CH2:53][CH:54]([N:57]4[CH2:66][C:65]5[C:60](=[CH:61][CH:62]=[CH:63][CH:64]=5)[NH:59][C:58]4=[O:67])[CH2:55][CH2:56]3)=[O:27])=[CH:14][CH:15]=2)[CH:10]=[N:9]1)=[O:7])([CH3:3])([CH3:4])[CH3:2]. The yield is 0.470.